Dataset: Reaction yield outcomes from USPTO patents with 853,638 reactions. Task: Predict the reaction yield, written as a fraction of the theoretical maximum amount of product (1.0 means a 100% yield; for example, 0.34 means a 34% yield). (1) The reactants are [C:1]([O:5][C:6](=[O:16])[N:7]([CH2:11][CH2:12][CH2:13][CH2:14][NH2:15])[CH:8]1[CH2:10][CH2:9]1)([CH3:4])([CH3:3])[CH3:2].[CH3:17][C:18]1[C:19]([CH:25]=O)=[N:20][CH:21]=[C:22]([CH3:24])[CH:23]=1.[BH4-].[Na+]. The catalyst is CO. The product is [C:1]([O:5][C:6](=[O:16])[N:7]([CH:8]1[CH2:9][CH2:10]1)[CH2:11][CH2:12][CH2:13][CH2:14][NH:15][CH2:25][C:19]1[C:18]([CH3:17])=[CH:23][C:22]([CH3:24])=[CH:21][N:20]=1)([CH3:4])([CH3:2])[CH3:3]. The yield is 0.890. (2) The reactants are [OH:1][C:2]1[C:3]([C:17](=[O:19])[CH3:18])=[CH:4][S:5][C:6]=1[C:7]1[CH:16]=[CH:15][C:14]2[CH2:13][CH2:12][CH2:11]C[C:9]=2[CH:8]=1.C1C2C(=CC(C3SC=C(C(=O)C)C=3OC)=CC=2)CC1. No catalyst specified. The product is [CH2:13]1[C:14]2[C:9](=[CH:8][C:7]([C:6]3[S:5][CH:4]=[C:3]([C:17](=[O:19])[CH3:18])[C:2]=3[OH:1])=[CH:16][CH:15]=2)[CH2:11][CH2:12]1. The yield is 0.373. (3) The reactants are C([NH:9][C:10]([NH:12][C:13]1[CH:18]=[C:17]([Br:19])[N:16]=[C:15]([Br:20])[CH:14]=1)=[S:11])(=O)C1C=CC=CC=1.[OH-].[Na+]. The catalyst is C1COCC1. The product is [Br:20][C:15]1[CH:14]=[C:13]([NH:12][C:10]([NH2:9])=[S:11])[CH:18]=[C:17]([Br:19])[N:16]=1. The yield is 0.780. (4) The reactants are Br.[Br:2][CH2:3][CH2:4][CH2:5][NH2:6].[CH2:7]([O:14][C:15](ON1C(=O)CCC1=O)=[O:16])[C:8]1[CH:13]=[CH:12][CH:11]=[CH:10][CH:9]=1. The catalyst is C(Cl)Cl. The product is [CH2:7]([O:14][C:15]([NH:6][CH2:5][CH2:4][CH2:3][Br:2])=[O:16])[C:8]1[CH:13]=[CH:12][CH:11]=[CH:10][CH:9]=1. The yield is 0.920. (5) The reactants are C(OC([NH:11][C:12]([CH3:28])([CH3:27])[CH:13]=[C:14]([NH:19][C:20]([O:22][C:23]([CH3:26])([CH3:25])[CH3:24])=[O:21])[C:15](OC)=[O:16])=O)C1C=CC=CC=1. The product is [CH3:27][C:12]1([CH3:28])[NH:11][C:15](=[O:16])[CH:14]([NH:19][C:20](=[O:21])[O:22][C:23]([CH3:26])([CH3:25])[CH3:24])[CH2:13]1. The yield is 0.899. The catalyst is CO.[Pd].